This data is from Catalyst prediction with 721,799 reactions and 888 catalyst types from USPTO. The task is: Predict which catalyst facilitates the given reaction. Reactant: [Cl:1][C:2]1[CH:7]=[C:6]([S:8][CH:9]2[CH2:13][CH2:12][CH2:11][CH2:10]2)[N+:5]([O-])=[C:4]2[CH2:15][CH2:16][CH2:17][C:3]=12. Product: [Cl:1][C:2]1[CH:7]=[C:6]([S:8][CH:9]2[CH2:13][CH2:12][CH2:11][CH2:10]2)[N:5]=[C:4]2[CH2:15][CH2:16][CH2:17][C:3]=12. The catalyst class is: 2.